The task is: Regression. Given a target protein amino acid sequence and a drug SMILES string, predict the binding affinity score between them. We predict pIC50 (pIC50 = -log10(IC50 in M); higher means more potent). Dataset: bindingdb_ic50.. This data is from Drug-target binding data from BindingDB using IC50 measurements. (1) The drug is C[C@]1(C(=O)[C@H](Cc2ccccc2)NC(=O)[C@H](CO)NC(=O)c2cccc(=O)[nH]2)CO1. The target protein (P40306) has sequence MLKPALEPRGGFSFENCQRNASLERVLPGLKVPHARKTGTTIAGLVFQDGVILGADTRATNDSVVADKSCEKIHFIAPKIYCCGAGVAADAEMTTRMVASKMELHALSTGREPRVATVTRILRQTLFRYQGHVGASLIVGGVDLTGPQLYGVHPHGSYSRLPFTALGSGQDAALAVLEDRFQPNMTLEAAQGLLVEAVTAGILGDLGSGGNVDACVITKTGAKLLRTLSSPTEPVKRSGRYHFVPGTTAVLTQTVKPLTLELVEETVQAMEVE. The pIC50 is 3.6. (2) The small molecule is Nc1c(S(=O)(=O)[O-])cc(Nc2ccc(Nc3ncccn3)cc2)c2c1C(=O)c1ccccc1C2=O. The target protein (P49653) has sequence MVRRLARGCWSAFWDYETPKVIVVRNRRLGFVHRMVQLLILLYFVWYVFIVQKSYQDSETGPESSIITKVKGITMSEDKVWDVEEYVKPPEGGSVVSIITRIEVTPSQTLGTCPESMRVHSSTCHSDDDCIAGQLDMQGNGIRTGHCVPYYHGDSKTCEVSAWCPVEDGTSDNHFLGKMAPNFTILIKNSIHYPKFKFSKGNIASQKSDYLKHCTFDQDSDPYCPIFRLGFIVEKAGENFTELAHKGGVIGVIINWNCDLDLSESECNPKYSFRRLDPKYDPASSGYNFRFAKYYKINGTTTTRTLIKAYGIRIDVIVHGQAGKFSLIPTIINLATALTSIGVGSFLCDWILLTFMNKNKLYSHKKFDKVRTPKHPSSRWPVTLALVLGQIPPPPSHYSQDQPPSPPSGEGPTLGEGAELPLAVQSPRPCSISALTEQVVDTLGQHMGQRPPVPEPSQQDSTSTDPKGLAQL. The pIC50 is 6.0. (3) The small molecule is C1=C(CSC(=NC2CCCCC2)NC2CCCCCCC2)N2CCN=C2S1. The target protein (P61073) has sequence MEGISIYTSDNYTEEMGSGDYDSMKEPCFREENANFNKIFLPTIYSIIFLTGIVGNGLVILVMGYQKKLRSMTDKYRLHLSVADLLFVITLPFWAVDAVANWYFGNFLCKAVHVIYTVNLYSSVLILAFISLDRYLAIVHATNSQRPRKLLAEKVVYVGVWIPALLLTIPDFIFANVSEADDRYICDRFYPNDLWVVVFQFQHIMVGLILPGIVILSCYCIIISKLSHSKGHQKRKALKTTVILILAFFACWLPYYIGISIDSFILLEIIKQGCEFENTVHKWISITEALAFFHCCLNPILYAFLGAKFKTSAQHALTSVSRGSSLKILSKGKRGGHSSVSTESESSSFHSS. The pIC50 is 8.1. (4) The compound is CN[C@@H](C)C(=O)N[C@H](C(=O)N1c2ncccc2C[C@H]1CNC(=O)OCc1ccccc1)C(C)C. The target protein sequence is MRHHHHHHRSDAVSSDRNFPNSTNLPRNPSMADYEARIFTEGTWIYSVNKEQLARAGFYALGEGDKVKCFHCGGGLTDWKPSEDPWEQHAKWYPGCKYLLEQKGQEYINNIHLTHSLEECLVRTT. The pIC50 is 7.3.